This data is from Reaction yield outcomes from USPTO patents with 853,638 reactions. The task is: Predict the reaction yield, written as a fraction of the theoretical maximum amount of product (1.0 means a 100% yield; for example, 0.34 means a 34% yield). (1) The reactants are [CH3:1][N:2]([CH3:6])[C:3](Cl)=[O:4].[F:7][C:8]1[CH:9]=[C:10]([C:16]2[C:24]3[C:19](=[N:20][CH:21]=[C:22]([NH2:25])[CH:23]=3)[N:18]([CH3:26])[N:17]=2)[CH:11]=[CH:12][C:13]=1[O:14][CH3:15].N1C=CC=CC=1. The catalyst is ClCCl. The product is [F:7][C:8]1[CH:9]=[C:10]([C:16]2[C:24]3[C:19](=[N:20][CH:21]=[C:22]([NH:25][C:3](=[O:4])[N:2]([CH3:6])[CH3:1])[CH:23]=3)[N:18]([CH3:26])[N:17]=2)[CH:11]=[CH:12][C:13]=1[O:14][CH3:15]. The yield is 0.510. (2) The reactants are [F:1][C:2]1[CH:9]=[CH:8][C:5]([CH2:6][NH2:7])=[CH:4][CH:3]=1.[F:10][C:11]([F:22])([F:21])[C:12]([N:14]1[CH2:19][CH2:18][C:17](=O)[CH2:16][CH2:15]1)=[O:13].C(O)(=O)C.[BH3-]C#N.[Na+]. The catalyst is CO. The product is [F:1][C:2]1[CH:9]=[CH:8][C:5]([CH2:6][NH:7][CH:17]2[CH2:18][CH2:19][N:14]([C:12](=[O:13])[C:11]([F:10])([F:21])[F:22])[CH2:15][CH2:16]2)=[CH:4][CH:3]=1. The yield is 0.370. (3) The reactants are CS[C:3]1[C@H:9]([NH:10][C:11](=[O:20])[O:12][CH2:13][C:14]2[CH:19]=[CH:18][CH:17]=[CH:16][CH:15]=2)[CH2:8][CH2:7][C:6]2[CH:21]=[CH:22][CH:23]=[CH:24][C:5]=2[N:4]=1.[CH2:25]([NH2:28])[C:26]#[CH:27].O.C1(C)C=CC(S(O)(=O)=O)=CC=1.C1(OC2C=CC=CC=2)C=CC=CC=1.C1(C2C=CC=CC=2)C=CC=CC=1.Cl. The catalyst is CCOCC. The product is [CH3:27][C:26]1[N:4]2[C:5]3[CH:24]=[CH:23][CH:22]=[CH:21][C:6]=3[CH2:7][CH2:8][CH:9]([NH:10][C:11](=[O:20])[O:12][CH2:13][C:14]3[CH:19]=[CH:18][CH:17]=[CH:16][CH:15]=3)[C:3]2=[N:28][CH:25]=1. The yield is 0.700. (4) The reactants are Cl.[S:2]1[CH:6]=[CH:5][N:4]=[C:3]1[C:7]([NH2:9])=[NH:8].[Cl:10][C:11]1[CH:18]=[C:17]([F:19])[CH:16]=[CH:15][C:12]=1[CH:13]=O.[C:20]1(=O)[CH2:25][CH2:24][CH2:23][C:22](=[O:26])[CH2:21]1.C([O-])(=O)C.[Na+].Cl. The catalyst is C(O)C.O.C(OCC)(=O)C. The product is [S:2]1[CH:6]=[CH:5][N:4]=[C:3]1[CH:7]1[N:9]=[C:13]([C:12]2[CH:15]=[CH:16][C:17]([F:19])=[CH:18][C:11]=2[Cl:10])[C:21]2[C:22](=[O:26])[CH2:23][CH2:24][CH2:25][C:20]=2[NH:8]1. The yield is 0.270.